Dataset: Full USPTO retrosynthesis dataset with 1.9M reactions from patents (1976-2016). Task: Predict the reactants needed to synthesize the given product. (1) The reactants are: Cl.Cl[C:3]1[N:8]=[C:7]([NH:9][CH:10]2[CH2:15][C:14]([CH3:17])([CH3:16])[NH:13][C:12]([CH3:19])([CH3:18])[CH2:11]2)[C:6]([F:20])=[CH:5][N:4]=1.[CH:21]1([C:24]2[C:29]([N:30]3[C:34]([CH:35]4[CH2:37][CH2:36]4)=[N:33][N:32]=[N:31]3)=[CH:28][C:27]([NH2:38])=[C:26]([F:39])[CH:25]=2)[CH2:23][CH2:22]1. Given the product [CH:21]1([C:24]2[C:29]([N:30]3[C:34]([CH:35]4[CH2:37][CH2:36]4)=[N:33][N:32]=[N:31]3)=[CH:28][C:27]([NH:38][C:3]3[N:8]=[C:7]([NH:9][CH:10]4[CH2:15][C:14]([CH3:17])([CH3:16])[NH:13][C:12]([CH3:19])([CH3:18])[CH2:11]4)[C:6]([F:20])=[CH:5][N:4]=3)=[C:26]([F:39])[CH:25]=2)[CH2:23][CH2:22]1, predict the reactants needed to synthesize it. (2) Given the product [CH3:20][C:21]1[CH:26]=[CH:25][CH:24]=[CH:23][C:22]=1[C:2]1[C:11]([NH:12][C:13](=[O:19])[O:14][C:15]([CH3:18])([CH3:17])[CH3:16])=[CH:10][CH:9]=[C:8]2[C:3]=1[CH:4]=[CH:5][CH:6]=[N:7]2, predict the reactants needed to synthesize it. The reactants are: Br[C:2]1[C:11]([NH:12][C:13](=[O:19])[O:14][C:15]([CH3:18])([CH3:17])[CH3:16])=[CH:10][CH:9]=[C:8]2[C:3]=1[CH:4]=[CH:5][CH:6]=[N:7]2.[CH3:20][C:21]1[CH:26]=[CH:25][CH:24]=[CH:23][C:22]=1B(O)O. (3) Given the product [S:1]1[C:5]2[CH:6]=[C:7]([N:10]3[CH2:14][CH:13]([CH3:15])[N:12]([C:18]4[CH:19]=[N:20][CH:21]=[CH:22][C:23]=4[CH3:24])[C:11]3=[O:16])[CH:8]=[CH:9][C:4]=2[N:3]=[CH:2]1, predict the reactants needed to synthesize it. The reactants are: [S:1]1[C:5]2[CH:6]=[C:7]([N:10]3[CH2:14][CH:13]([CH3:15])[NH:12][C:11]3=[O:16])[CH:8]=[CH:9][C:4]=2[N:3]=[CH:2]1.I[C:18]1[CH:19]=[N:20][CH:21]=[CH:22][C:23]=1[CH3:24].CNC1CCCCC1NC.P([O-])([O-])([O-])=O.[K+].[K+].[K+]. (4) The reactants are: Cl.[NH2:2][C:3]1([C:8]([O:10][CH3:11])=[O:9])[CH2:7][CH2:6][CH2:5][CH2:4]1.Br[CH2:13][C:14]([C:16]1[CH:21]=[CH:20][CH:19]=[CH:18][CH:17]=1)=[O:15].C([O-])(O)=O.[Na+].O. Given the product [O:15]=[C:14]([C:16]1[CH:21]=[CH:20][CH:19]=[CH:18][CH:17]=1)[CH2:13][NH:2][C:3]1([C:8]([O:10][CH3:11])=[O:9])[CH2:7][CH2:6][CH2:5][CH2:4]1, predict the reactants needed to synthesize it. (5) Given the product [Cl:14][C:15]1[CH:20]=[CH:19][C:18]([C:21]2[C:22](=[O:23])[NH:11][C:9]3[CH:10]=[C:4]4[O:3][C:2]([F:1])([F:13])[O:6][C:5]4=[CH:7][C:8]=3[N:12]=2)=[CH:17][CH:16]=1, predict the reactants needed to synthesize it. The reactants are: [F:1][C:2]1([F:13])[O:6][C:5]2[CH:7]=[C:8]([NH2:12])[C:9]([NH2:11])=[CH:10][C:4]=2[O:3]1.[Cl:14][C:15]1[CH:20]=[CH:19][C:18]([C:21](=O)[C:22](O)=[O:23])=[CH:17][CH:16]=1.CN(C)C=O.O. (6) Given the product [F:1][C:2]1[CH:10]=[C:9]([C:11]([F:14])([F:13])[F:12])[CH:8]=[CH:7][C:3]=1[C:4]([NH:35][CH2:34][C:29]1[CH:28]=[C:27]([CH:32]=[C:31]([CH3:33])[CH:30]=1)[O:26][C:23]1[CH:24]=[CH:25][C:20]([CH2:19][CH2:18][C:17]([OH:37])=[O:16])=[C:21]([CH3:36])[CH:22]=1)=[O:6], predict the reactants needed to synthesize it. The reactants are: [F:1][C:2]1[CH:10]=[C:9]([C:11]([F:14])([F:13])[F:12])[CH:8]=[CH:7][C:3]=1[C:4]([OH:6])=O.C[O:16][C:17](=[O:37])[CH2:18][CH2:19][C:20]1[CH:25]=[CH:24][C:23]([O:26][C:27]2[CH:32]=[C:31]([CH3:33])[CH:30]=[C:29]([CH2:34][NH2:35])[CH:28]=2)=[CH:22][C:21]=1[CH3:36].